This data is from Forward reaction prediction with 1.9M reactions from USPTO patents (1976-2016). The task is: Predict the product of the given reaction. (1) Given the reactants [NH2:1][C:2]1[N:7]=[CH:6][N:5]=[C:4]2[N:8]([CH:32]3[CH2:37][CH2:36][NH:35][CH2:34][CH2:33]3)[N:9]=[C:10]([C:11]3[CH:16]=[CH:15][C:14]([NH:17][C:18]([C:20]4[N:21]([CH3:29])[C:22]5[C:27]([CH:28]=4)=[CH:26][CH:25]=[CH:24][CH:23]=5)=[O:19])=[C:13]([O:30][CH3:31])[CH:12]=3)[C:3]=12.[CH:38](=O)[CH3:39].C(O[BH-](OC(=O)C)OC(=O)C)(=O)C.[Na+], predict the reaction product. The product is: [NH2:1][C:2]1[N:7]=[CH:6][N:5]=[C:4]2[N:8]([CH:32]3[CH2:37][CH2:36][N:35]([CH2:38][CH3:39])[CH2:34][CH2:33]3)[N:9]=[C:10]([C:11]3[CH:16]=[CH:15][C:14]([NH:17][C:18]([C:20]4[N:21]([CH3:29])[C:22]5[C:27]([CH:28]=4)=[CH:26][CH:25]=[CH:24][CH:23]=5)=[O:19])=[C:13]([O:30][CH3:31])[CH:12]=3)[C:3]=12. (2) The product is: [CH3:1][O:2][C:3]([C@@H:5]1[CH2:9][C@H:8]([N:22]=[N+:23]=[N-:24])[CH2:7][N:6]1[C:15]([O:17][C:18]([CH3:21])([CH3:20])[CH3:19])=[O:16])=[O:4]. Given the reactants [CH3:1][O:2][C:3]([C@@H:5]1[CH2:9][C@@H:8](OS(C)(=O)=O)[CH2:7][N:6]1[C:15]([O:17][C:18]([CH3:21])([CH3:20])[CH3:19])=[O:16])=[O:4].[N-:22]=[N+:23]=[N-:24].[Na+], predict the reaction product. (3) The product is: [F:9][C:10]1[CH:17]=[CH:16][CH:15]=[C:14]([O:18][CH3:19])[C:11]=1[CH:12]=[N:1][C:2]1[CH:7]=[CH:6][CH:5]=[CH:4][C:3]=1[OH:8]. Given the reactants [NH2:1][C:2]1[CH:7]=[CH:6][CH:5]=[CH:4][C:3]=1[OH:8].[F:9][C:10]1[CH:17]=[CH:16][CH:15]=[C:14]([O:18][CH3:19])[C:11]=1[CH:12]=O, predict the reaction product. (4) Given the reactants [Cl:1][C:2]1[CH:3]=[CH:4][C:5]([C:28]([F:31])([F:30])[F:29])=[C:6]([CH:27]=1)[CH2:7][N:8]1[CH2:13][CH2:12][NH:11][C:10]2[N:14]=[CH:15][C:16]([C:18]3[CH:26]=[CH:25][C:21]([C:22](O)=[O:23])=[CH:20][CH:19]=3)=[CH:17][C:9]1=2.[Cl:32][C:33]1[CH:38]=[CH:37][C:36]([N:39]2[CH2:44][CH2:43][NH:42][CH2:41][CH2:40]2)=[CH:35][CH:34]=1, predict the reaction product. The product is: [Cl:32][C:33]1[CH:34]=[CH:35][C:36]([N:39]2[CH2:44][CH2:43][N:42]([C:22]([C:21]3[CH:20]=[CH:19][C:18]([C:16]4[CH:15]=[N:14][C:10]5[NH:11][CH2:12][CH2:13][N:8]([CH2:7][C:6]6[CH:27]=[C:2]([Cl:1])[CH:3]=[CH:4][C:5]=6[C:28]([F:30])([F:29])[F:31])[C:9]=5[CH:17]=4)=[CH:26][CH:25]=3)=[O:23])[CH2:41][CH2:40]2)=[CH:37][CH:38]=1. (5) The product is: [CH3:1][CH:2]([N:10]1[CH:14]=[C:13]([C:15]2[C:16]3[CH:23]=[CH:22][N:21]([CH2:24][O:25][CH2:26][CH2:27][Si:28]([CH3:30])([CH3:29])[CH3:31])[C:17]=3[N:18]=[CH:19][N:20]=2)[CH:12]=[N:11]1)[CH2:3][N:4]1[CH2:9][CH2:8][N:7]([S:45]([C:42]2[CH:43]=[CH:44][N:40]([CH3:39])[N:41]=2)(=[O:47])=[O:46])[CH2:6][CH2:5]1. Given the reactants [CH3:1][CH:2]([N:10]1[CH:14]=[C:13]([C:15]2[C:16]3[CH:23]=[CH:22][N:21]([CH2:24][O:25][CH2:26][CH2:27][Si:28]([CH3:31])([CH3:30])[CH3:29])[C:17]=3[N:18]=[CH:19][N:20]=2)[CH:12]=[N:11]1)[CH2:3][N:4]1[CH2:9][CH2:8][NH:7][CH2:6][CH2:5]1.C(N(CC)CC)C.[CH3:39][N:40]1[CH:44]=[CH:43][C:42]([S:45](Cl)(=[O:47])=[O:46])=[N:41]1, predict the reaction product. (6) Given the reactants [NH2:1][C:2]1[C:11]2[N:10]=[CH:9][CH:8]=[CH:7][C:6]=2[C:5]2[CH:12]=[CH:13][C:14]([C:16](O)([CH3:18])[CH3:17])=[CH:15][C:4]=2[N:3]=1.CC1C=CC(S(O)(=O)=O)=CC=1, predict the reaction product. The product is: [CH2:17]=[C:16]([C:14]1[CH:13]=[CH:12][C:5]2=[C:6]3[C:11](=[C:2]([NH2:1])[N:3]=[C:4]2[CH:15]=1)[N:10]=[CH:9][CH:8]=[CH:7]3)[CH3:18]. (7) Given the reactants C(OC([N:8]1[CH2:13][CH2:12][N:11]([C:14]2[N:19]=[C:18]([C:20]3[CH:25]=[CH:24][N:23]=[C:22]([NH:26][CH:27]4[CH2:32][CH2:31][CH2:30][CH2:29][CH2:28]4)[CH:21]=3)[CH:17]=[C:16]([CH2:33][C:34]#[N:35])[CH:15]=2)[CH2:10][CH2:9]1)=O)(C)(C)C.C(O)(C(F)(F)F)=O, predict the reaction product. The product is: [CH:27]1([NH:26][C:22]2[CH:21]=[C:20]([C:18]3[CH:17]=[C:16]([CH2:33][C:34]#[N:35])[CH:15]=[C:14]([N:11]4[CH2:12][CH2:13][NH:8][CH2:9][CH2:10]4)[N:19]=3)[CH:25]=[CH:24][N:23]=2)[CH2:28][CH2:29][CH2:30][CH2:31][CH2:32]1. (8) Given the reactants [Cl:1][C:2]1[CH:7]=[CH:6][C:5]([C@@H:8]2[CH2:10][C@H:9]2[C:11]([OH:13])=[O:12])=[CH:4][CH:3]=1.S(=O)(=O)(O)O.[C:19](=O)([O-])[O-].[Na+].[Na+], predict the reaction product. The product is: [Cl:1][C:2]1[CH:3]=[CH:4][C:5]([C@@H:8]2[CH2:10][C@H:9]2[C:11]([O:13][CH3:19])=[O:12])=[CH:6][CH:7]=1.